From a dataset of Forward reaction prediction with 1.9M reactions from USPTO patents (1976-2016). Predict the product of the given reaction. Given the reactants [C:1]([O-:4])(=[O:3])C.[O:5]=[C:6]1[C@@H:9]([NH3+:10])[CH2:8][NH:7]1.[CH3:11]CN(C(C)C)C(C)C.[F:20][C:21]1[CH:26]=[CH:25][CH:24]=[CH:23][C:22]=1[C:27]1[CH:32]=[CH:31][C:30](C2C=CN(C([O-])=O)C(=O)C=2C)=[CH:29][CH:28]=1, predict the reaction product. The product is: [F:20][C:21]1[CH:26]=[CH:25][CH:24]=[CH:23][C:22]=1[C:27]1[CH:28]=[CH:29][C:30]([O:4][C:1](=[O:3])[N:10]([CH3:11])[C@H:9]2[CH2:8][NH:7][C:6]2=[O:5])=[CH:31][CH:32]=1.